Dataset: Reaction yield outcomes from USPTO patents with 853,638 reactions. Task: Predict the reaction yield, written as a fraction of the theoretical maximum amount of product (1.0 means a 100% yield; for example, 0.34 means a 34% yield). (1) The reactants are [F:1][C:2]1[CH:3]=[C:4]([NH2:11])[C:5]([NH2:10])=[CH:6][C:7]=1[O:8][CH3:9].[F:12][C:13]([F:22])([F:21])[C:14](=O)[C:15](OCC)=[O:16]. The catalyst is C(O)C. The product is [F:1][C:2]1[CH:3]=[C:4]2[C:5]([N:10]=[C:14]([C:13]([F:22])([F:21])[F:12])[C:15]([OH:16])=[N:11]2)=[CH:6][C:7]=1[O:8][CH3:9]. The yield is 0.591. (2) The reactants are [CH3:1][C:2]1[C:3]([O:12][CH2:13][C:14]([F:17])([F:16])[F:15])=[N:4][CH:5]=[C:6]([CH:11]=1)[C:7](OC)=[O:8].[H-].[Al+3].[Li+].[H-].[H-].[H-]. The catalyst is C1COCC1. The product is [CH3:1][C:2]1[CH:11]=[C:6]([CH2:7][OH:8])[CH:5]=[N:4][C:3]=1[O:12][CH2:13][C:14]([F:17])([F:15])[F:16]. The yield is 0.990. (3) The yield is 0.660. The reactants are [Cl:1][C:2]1[CH:3]=[C:4]([CH:8]=[CH:9][N:10]=1)[C:5]([OH:7])=O.S(Cl)(Cl)=O.[NH2:15][C:16]1[S:17][C:18]([N:26]2[CH2:31][CH2:30][O:29][CH2:28][CH2:27]2)=[C:19]([C:21]2[O:22][CH:23]=[CH:24][CH:25]=2)[N:20]=1. The catalyst is N1C=CC=CC=1. The product is [Cl:1][C:2]1[CH:3]=[C:4]([C:5]([NH:15][C:16]2[S:17][C:18]([N:26]3[CH2:27][CH2:28][O:29][CH2:30][CH2:31]3)=[C:19]([C:21]3[O:22][CH:23]=[CH:24][CH:25]=3)[N:20]=2)=[O:7])[CH:8]=[CH:9][N:10]=1. (4) The reactants are [NH2:1][C:2]1[CH:3]=[CH:4][C:5]([F:10])=[C:6]([CH2:8][OH:9])[CH:7]=1.[N:11]([O-])=O.[Na+].[Cl:15][Sn]Cl. The catalyst is Cl.O. The product is [ClH:15].[F:10][C:5]1[CH:4]=[CH:3][C:2]([NH:1][NH2:11])=[CH:7][C:6]=1[CH2:8][OH:9]. The yield is 0.330. (5) The reactants are [CH3:1][O:2][C:3](=[O:17])[C:4](=O)[CH2:5][C:6]([C:8]1[CH:13]=[C:12]([CH3:14])[CH:11]=[CH:10][C:9]=1[F:15])=[O:7].Cl.[NH2:19]O. The catalyst is CO. The product is [CH3:1][O:2][C:3]([C:4]1[CH:5]=[C:6]([C:8]2[CH:13]=[C:12]([CH3:14])[CH:11]=[CH:10][C:9]=2[F:15])[O:7][N:19]=1)=[O:17]. The yield is 0.800. (6) The reactants are [C:1]([C:4]1[CH:11]=[C:10]([Cl:12])[C:7]([C:8]#[N:9])=[C:6]([N:13]2[CH2:17][CH2:16][CH2:15][CH2:14]2)[C:5]=1[O:18][CH2:19][CH3:20])(=[O:3])[CH3:2].[BH4-].[Na+]. The catalyst is CO.C(OCC)(=O)C. The product is [Cl:12][C:10]1[C:7]([C:8]#[N:9])=[C:6]([N:13]2[CH2:14][CH2:15][CH2:16][CH2:17]2)[C:5]([O:18][CH2:19][CH3:20])=[C:4]([CH:1]([OH:3])[CH3:2])[CH:11]=1. The yield is 1.00.